Dataset: Catalyst prediction with 721,799 reactions and 888 catalyst types from USPTO. Task: Predict which catalyst facilitates the given reaction. Reactant: Cl.[F:2][CH2:3][C@@H:4]1[CH2:8][CH2:7][NH:6][CH2:5]1.Br[CH2:10][CH2:11][OH:12].C(=O)([O-])[O-].[K+].[K+]. Product: [F:2][CH2:3][C@@H:4]1[CH2:8][CH2:7][N:6]([CH2:10][CH2:11][OH:12])[CH2:5]1. The catalyst class is: 10.